Dataset: NCI-60 drug combinations with 297,098 pairs across 59 cell lines. Task: Regression. Given two drug SMILES strings and cell line genomic features, predict the synergy score measuring deviation from expected non-interaction effect. (1) Drug 1: C1=C(C(=O)NC(=O)N1)N(CCCl)CCCl. Drug 2: C1=C(C(=O)NC(=O)N1)F. Cell line: HOP-92. Synergy scores: CSS=38.9, Synergy_ZIP=-6.60, Synergy_Bliss=-4.31, Synergy_Loewe=-3.03, Synergy_HSA=2.59. (2) Drug 1: CC(C1=C(C=CC(=C1Cl)F)Cl)OC2=C(N=CC(=C2)C3=CN(N=C3)C4CCNCC4)N. Drug 2: CC(C)(C#N)C1=CC(=CC(=C1)CN2C=NC=N2)C(C)(C)C#N. Cell line: HCT116. Synergy scores: CSS=17.3, Synergy_ZIP=-0.743, Synergy_Bliss=-1.58, Synergy_Loewe=-2.10, Synergy_HSA=-2.44. (3) Drug 1: C#CCC(CC1=CN=C2C(=N1)C(=NC(=N2)N)N)C3=CC=C(C=C3)C(=O)NC(CCC(=O)O)C(=O)O. Drug 2: N.N.Cl[Pt+2]Cl. Cell line: U251. Synergy scores: CSS=33.5, Synergy_ZIP=-2.68, Synergy_Bliss=-2.71, Synergy_Loewe=-1.24, Synergy_HSA=-1.23.